Dataset: Catalyst prediction with 721,799 reactions and 888 catalyst types from USPTO. Task: Predict which catalyst facilitates the given reaction. (1) Reactant: [CH:1]1([N:4]2[CH2:9][CH2:8][C:7]([S:20]([C:23]3[CH:28]=[CH:27][C:26]([C:29]4[CH:34]=[CH:33][C:32]([O:35][C:36]([F:41])([F:40])[CH:37]([F:39])[F:38])=[CH:31][CH:30]=4)=[CH:25][CH:24]=3)(=[O:22])=[O:21])([C:10]([NH:12][O:13]C3CCCCO3)=[O:11])[CH2:6][CH2:5]2)[CH2:3][CH2:2]1.CO.[ClH:44]. Product: [ClH:44].[OH:13][NH:12][C:10]([C:7]1([S:20]([C:23]2[CH:24]=[CH:25][C:26]([C:29]3[CH:34]=[CH:33][C:32]([O:35][C:36]([F:41])([F:40])[CH:37]([F:39])[F:38])=[CH:31][CH:30]=3)=[CH:27][CH:28]=2)(=[O:22])=[O:21])[CH2:6][CH2:5][N:4]([CH:1]2[CH2:3][CH2:2]2)[CH2:9][CH2:8]1)=[O:11]. The catalyst class is: 12. (2) Reactant: [CH2:1]([O:8][CH2:9][CH2:10][C:11](=[O:35])[CH2:12][CH:13]1[CH:22]([S:23]([C:26]2[CH:31]=[CH:30][C:29]([Cl:32])=[CH:28][CH:27]=2)(=[O:25])=[O:24])[C:21]2[C:16](=[C:17]([F:34])[CH:18]=[CH:19][C:20]=2[F:33])[O:15][CH2:14]1)[C:2]1[CH:7]=[CH:6][CH:5]=[CH:4][CH:3]=1.[CH2:36](O)[CH2:37][OH:38].C1(C)C(S(O)(=O)=O)=CC=CC=1.O. Product: [CH2:1]([O:8][CH2:9][CH2:10][C:11]1([CH2:12][CH:13]2[CH:22]([S:23]([C:26]3[CH:27]=[CH:28][C:29]([Cl:32])=[CH:30][CH:31]=3)(=[O:25])=[O:24])[C:21]3[C:16](=[C:17]([F:34])[CH:18]=[CH:19][C:20]=3[F:33])[O:15][CH2:14]2)[O:38][CH2:37][CH2:36][O:35]1)[C:2]1[CH:3]=[CH:4][CH:5]=[CH:6][CH:7]=1. The catalyst class is: 133.